From a dataset of Drug-target binding data from BindingDB using IC50 measurements. Regression. Given a target protein amino acid sequence and a drug SMILES string, predict the binding affinity score between them. We predict pIC50 (pIC50 = -log10(IC50 in M); higher means more potent). Dataset: bindingdb_ic50. (1) The compound is Nc1nonc1C(=Nc1ccc(F)c(Cl)c1)NO. The target protein (P48775) has sequence MSGCPFLGNNFGYTFKKLPVEGSEEDKSQTGVNRASKGGLIYGNYLHLEKVLNAQELQSETKGNKIHDEHLFIITHQAYELWFKQILWELDSVREIFQNGHVRDERNMLKVVSRMHRVSVILKLLVQQFSILETMTALDFNDFREYLSPASGFQSLQFRLLENKIGVLQNMRVPYNRRHYRDNFKGEENELLLKSEQEKTLLELVEAWLERTPGLEPHGFNFWGKLEKNITRGLEEEFIRIQAKEESEEKEEQVAEFQKQKEVLLSLFDEKRHEHLLSKGERRLSYRALQGALMIYFYREEPRFQVPFQLLTSLMDIDSLMTKWRYNHVCMVHRMLGSKAGTGGSSGYHYLRSTVSDRYKVFVDLFNLSTYLIPRHWIPKMNPTIHKFLYTAEYCDSSYFSSDESD. The pIC50 is 4.2. (2) The drug is Clc1ccccc1-c1nc2cccc(Cl)n2c1NC1CCCCC1. The target protein sequence is PISPIETVPVKLKPGMDGPKVKQWPLTEEKIKALVEICTELEKEGKNSKIGPENPYNTPVFAIKKKDSTKWRKLVDFRELNRKTQDFWEVQLGIPHPAGLKKKKSVTVLDVGDAYFSVPLDKDFRKYTAFTIPSINNETPGIRYQYNVLPQGWKGSPAIFQSSMTKILEPFRKQNPDIVIYQYMDDLYVGSDLEIGQHRTKIEELRQHLLKWGFYTPDKKHQKEPPFLWMGYELHPDKWTVQPIVLPEKDSWTVNDIQK. The pIC50 is 5.4. (3) The small molecule is COc1ccc(NCc2nc3ccccc3n2CCOc2ccc(C)cc2)cc1. The target protein (P04303) has sequence MNSVTVSHAPYTITYHDDWEPVMSQLVEFYNEVASWLLRDETSPIPDKFFIQLKQPLRNKRVCVCGIDPYPKDGTGVPFESPNFTKKSIKEIASSISRLTGVIDYKGYNLNIIDGVIPWNYYLSCKLGETKSHAIYWDKISKLLLQHITKHVSVLYCLGKTDYSNIRAKLESPVTTIVGYHPAARDRQFEKDRSFEIINVLLELDNKAPINWAQGFIY. The pIC50 is 3.7. (4) The small molecule is Nc1ncnc2[nH]c(C(F)(F)F)nc12. The target protein sequence is MSFVAGVTAQGARGTYRAALNSEKHQDHVSLTVPLCGSGNLVEKLSPWFMDGENAYEVVKAMLLKKEPLLYVPIRLAGHTRHLPGPRVYLVERLIACENPFMVNQLAYSSSANGSLVGTTLQGKPIGMFFPYDIELVTGKQNILLRKYGRGGYHYTPFHYERDNTSCPEWMDDFEADPKGKYAQNLLKKLIGGDVTPVDQYMCGVDGKPISAYAFLMAKDGITKLADVEADVAARADDEGFITLKNNLYRLVWHVERKDVPYPKQSIFTINSVVQKDGVENTPPHYFTLGCKILTLTPRNKWSGVSDLSLKQKLLYTFYGKESLENPTYIYHSAFIECGSCGNDSWLTGNAIQGFACGCGASYTANDVEVQSSGMIKPNALLCATCPFAKGDSCSSNCKHSVAQLVSYLSERCNVIADSKSFTLIFGGVAYAYFGCEEGTMYFVPRAKSVVSRIGDSIFTGCTGSWNKVTQIANMFLEQTQHSLNFVGEFVVNDVVLAIL.... The pIC50 is 5.2. (5) The drug is Clc1ccc2nc(-c3cccc(Oc4ccccc4)c3)cc(-c3ccccc3)c2c1. The target protein (P20831) has sequence MAELPQSRINERNITSEMRESFLDYAMSVIVARALPDVRDGLKPVHRRILYGLNEQGMTPDKSYKKSARIVGDVMGKYHPHGDSSIYEAMVRMAQDFSYRYPLVDGQGNFGSMDGDGAAAMRYTEARMTKITLELLRDINKDTIDFIDNYDGNEREPSVLPARFPNLLANGASGIAVGMATNIPPHNLTELINGVLSLSKNPDISIAELMEDIEGPDFPTAGLILGKSGIRRAYETGRGSIQMRSRAVIEERGGGRQRIVVTEIPFQVNKARMIEKIAELVRDKKIDGITDLRDETSLRTGVRVVIDVRKDANASVILNNLYKQTPLQTSFGVNMIALVNGRPKLINLKEALVHYLEHQKTVVRRRTQYNLRKAKDRAHILEGLRIALDHIDEIISTIRESDTDKVAMESLQQRFKLSEKQAQAILDMRLRRLTGLERDKIEAEYNELLNYISELEAILADEEVLLQLVRDELTEIRDRFGDDRRTEIQLGGFEDLEDED.... The pIC50 is 6.3.